From a dataset of Catalyst prediction with 721,799 reactions and 888 catalyst types from USPTO. Predict which catalyst facilitates the given reaction. (1) Reactant: Cl[C:2]1[CH2:6][C:5]([CH3:8])([CH3:7])[CH2:4][C:3]=1/[CH:9]=[CH:10]/[C:11]([O:13][CH2:14][CH3:15])=[O:12].[N-:16]=[N+]=[N-].[Na+].O.C(Cl)Cl. Product: [CH3:7][C:5]1([CH3:8])[CH2:6][C:2]2[NH:16][C:10]([C:11]([O:13][CH2:14][CH3:15])=[O:12])=[CH:9][C:3]=2[CH2:4]1. The catalyst class is: 16. (2) Reactant: [Cl:1][C:2]1[CH:7]=[CH:6][C:5]([CH:8]([N:10]2[C:18]3[C:13](=[CH:14][CH:15]=[CH:16][CH:17]=3)[C:12]([C:19]([O:21]CC)=[O:20])=[C:11]2C)[CH3:9])=[CH:4][CH:3]=1.[OH-].[K+].Cl. Product: [Cl:1][C:2]1[CH:3]=[CH:4][C:5]([CH:8]([N:10]2[C:18]3[C:13](=[CH:14][CH:15]=[CH:16][CH:17]=3)[C:12]([C:19]([OH:21])=[O:20])=[CH:11]2)[CH3:9])=[CH:6][CH:7]=1. The catalyst class is: 24. (3) The catalyst class is: 22. Product: [CH3:51][C@@H:40]1[NH:41][CH2:42][CH2:43][N:38]([CH2:37][C:35]2[S:36][C:32]([C:28]3[CH:27]=[C:26]([CH2:25][NH:24][C:18](=[O:20])[C:17]4[CH:21]=[CH:22][CH:23]=[C:15]([CH2:14][CH:11]5[CH2:10][CH2:9][NH:8][CH2:13][CH2:12]5)[CH:16]=4)[CH:31]=[CH:30][CH:29]=3)=[CH:33][CH:34]=2)[CH2:39]1. Reactant: CC(OC([N:8]1[CH2:13][CH2:12][CH:11]([CH2:14][C:15]2[CH:16]=[C:17]([CH:21]=[CH:22][CH:23]=2)[C:18]([OH:20])=O)[CH2:10][CH2:9]1)=O)(C)C.[NH2:24][CH2:25][C:26]1[CH:27]=[C:28]([C:32]2[S:36][C:35]([CH2:37][N:38]3[CH2:43][CH2:42][N:41](C(OC(C)(C)C)=O)[C@@H:40]([CH3:51])[CH2:39]3)=[CH:34][CH:33]=2)[CH:29]=[CH:30][CH:31]=1.C(Cl)CCl.C1C=CC2N(O)N=NC=2C=1.C([O-])([O-])=O.[Na+].[Na+]. (4) Reactant: [Br:1][C:2]1[CH:3]=[C:4]2[C:9](=[C:10]([Br:12])[CH:11]=1)[NH:8][CH:7]([C:13]1[CH:18]=[CH:17][C:16]([Cl:19])=[CH:15][CH:14]=1)[CH2:6][C:5]2=[O:20].[N:21]1[CH:26]=[CH:25][C:24]([CH:27]=O)=[CH:23][CH:22]=1.N1CCCCC1. Product: [Br:1][C:2]1[CH:3]=[C:4]2[C:9](=[C:10]([Br:12])[CH:11]=1)[NH:8][C:7]([C:13]1[CH:18]=[CH:17][C:16]([Cl:19])=[CH:15][CH:14]=1)=[C:6]([CH2:27][C:24]1[CH:25]=[CH:26][N:21]=[CH:22][CH:23]=1)[C:5]2=[O:20]. The catalyst class is: 22. (5) Reactant: C(O)(C(F)(F)F)=O.[F:8][C:9]1[CH:10]=[C:11]([C:19]2[N:23](C(OC(C)(C)C)=O)[CH2:22][CH2:21][CH:20]=2)[C:12]2[O:17][CH2:16][CH2:15][O:14][C:13]=2[CH:18]=1. Product: [F:8][C:9]1[CH:10]=[C:11]([C:19]2[CH2:20][CH2:21][CH2:22][N:23]=2)[C:12]2[O:17][CH2:16][CH2:15][O:14][C:13]=2[CH:18]=1. The catalyst class is: 124.